This data is from Forward reaction prediction with 1.9M reactions from USPTO patents (1976-2016). The task is: Predict the product of the given reaction. (1) Given the reactants [Li]CCCC.[Br:6][C:7]1[CH:12]=[CH:11][C:10](I)=[CH:9][CH:8]=1.[O:14]1[CH2:17][C:16](=[O:18])[CH2:15]1, predict the reaction product. The product is: [Br:6][C:7]1[CH:12]=[CH:11][C:10]([C:16]2([OH:18])[CH2:17][O:14][CH2:15]2)=[CH:9][CH:8]=1. (2) Given the reactants [CH2:1]([C:3]1[C:8](=[O:9])[NH:7][C:6]([CH3:10])=[C:5]([C:11]2[S:15][C:14]([S:16](Cl)(=[O:18])=[O:17])=[CH:13][CH:12]=2)[CH:4]=1)[CH3:2].[O:20]([CH2:27][CH2:28][NH2:29])[C:21]1[CH:26]=[CH:25][CH:24]=[CH:23][CH:22]=1, predict the reaction product. The product is: [O:20]([CH2:27][CH2:28][NH:29][S:16]([C:14]1[S:15][C:11]([C:5]2[CH:4]=[C:3]([CH2:1][CH3:2])[C:8](=[O:9])[NH:7][C:6]=2[CH3:10])=[CH:12][CH:13]=1)(=[O:18])=[O:17])[C:21]1[CH:26]=[CH:25][CH:24]=[CH:23][CH:22]=1. (3) The product is: [CH3:1][O:2][C:3](=[O:19])[CH:4]([P:5]([O:7][CH2:8][C:9]([F:12])([F:10])[F:11])([O:13][CH2:14][C:15]([F:18])([F:16])[F:17])=[O:6])[CH2:31][C:32]([CH3:55])=[CH:33][CH2:34][C:35]1[C:43]([O:44][CH2:45][CH2:46][Si:47]([CH3:50])([CH3:48])[CH3:49])=[C:42]2[C:38](=[C:37]([CH3:52])[C:36]=1[O:53][CH3:54])[CH2:39][O:40][C:41]2=[O:51]. Given the reactants [CH3:1][O:2][C:3](=[O:19])[CH2:4][P:5]([O:13][CH2:14][C:15]([F:18])([F:17])[F:16])([O:7][CH2:8][C:9]([F:12])([F:11])[F:10])=[O:6].C[Si]([N-][Si](C)(C)C)(C)C.[Na+].Br[CH2:31][C:32]([CH3:55])=[CH:33][CH2:34][C:35]1[C:43]([O:44][CH2:45][CH2:46][Si:47]([CH3:50])([CH3:49])[CH3:48])=[C:42]2[C:38]([CH2:39][O:40][C:41]2=[O:51])=[C:37]([CH3:52])[C:36]=1[O:53][CH3:54].[Cl-].[NH4+], predict the reaction product. (4) Given the reactants C([N-]C(C)C)(C)C.[Li+].CCCCCCC.O1CCCC1.[C:21]([O:24][CH2:25][CH3:26])(=[O:23])[CH3:22].[CH2:27]1[C:35]2[C:30](=[CH:31][CH:32]=[CH:33][CH:34]=2)[CH2:29][C:28]1=[O:36], predict the reaction product. The product is: [OH:36][C:28]1([CH2:22][C:21]([O:24][CH2:25][CH3:26])=[O:23])[CH2:29][C:30]2[C:35](=[CH:34][CH:33]=[CH:32][CH:31]=2)[CH2:27]1. (5) Given the reactants [CH3:1][O:2][C@H:3]([CH3:13])[C@H:4]([NH:11][CH3:12])[CH2:5][N:6]1[CH2:10][CH2:9][CH2:8][CH2:7]1.CCN(C(C)C)C(C)C.[F:23][C:24]1[CH:32]=[CH:31][C:27]([C:28](Cl)=[O:29])=[CH:26][C:25]=1[CH3:33], predict the reaction product. The product is: [F:23][C:24]1[CH:32]=[CH:31][C:27]([C:28]([N:11]([C@@H:4]([C@H:3]([O:2][CH3:1])[CH3:13])[CH2:5][N:6]2[CH2:10][CH2:9][CH2:8][CH2:7]2)[CH3:12])=[O:29])=[CH:26][C:25]=1[CH3:33]. (6) Given the reactants [NH2:1][C:2]1[C:3]2[N:4]([C:13]([CH3:17])=[C:14]([CH3:16])[N:15]=2)[CH:5]=[C:6]([C:8]([O:10][CH2:11][CH3:12])=[O:9])[CH:7]=1.[CH2:18]([C:20]1[CH:27]=[CH:26][CH:25]=[C:24]([CH3:28])[C:21]=1[CH2:22]Cl)[CH3:19].C(=O)([O-])[O-].[Na+].[Na+].[I-].[K+], predict the reaction product. The product is: [CH3:16][C:14]1[N:15]=[C:3]2[C:2]([NH:1][CH2:22][C:21]3[C:24]([CH3:28])=[CH:25][CH:26]=[CH:27][C:20]=3[CH2:18][CH3:19])=[CH:7][C:6]([C:8]([O:10][CH2:11][CH3:12])=[O:9])=[CH:5][N:4]2[C:13]=1[CH3:17]. (7) The product is: [C:10](=[O:13])([S:12][CH2:4][CH2:5][CH2:6][CH2:7][CH2:8][Br:9])[CH3:11]. Given the reactants [OH-].[Na+].Br[CH2:4][CH2:5][CH2:6][CH2:7][CH2:8][Br:9].[C:10](=[O:13])([SH:12])[CH3:11], predict the reaction product.